From a dataset of CYP3A4 inhibition data for predicting drug metabolism from PubChem BioAssay. Regression/Classification. Given a drug SMILES string, predict its absorption, distribution, metabolism, or excretion properties. Task type varies by dataset: regression for continuous measurements (e.g., permeability, clearance, half-life) or binary classification for categorical outcomes (e.g., BBB penetration, CYP inhibition). Dataset: cyp3a4_veith. The molecule is O=C(O)CCCCCNC(=O)c1ccncc1. The result is 0 (non-inhibitor).